This data is from Forward reaction prediction with 1.9M reactions from USPTO patents (1976-2016). The task is: Predict the product of the given reaction. (1) Given the reactants C(OC([NH:8][C@@H:9]([CH2:14][CH2:15][N:16]1[CH:20]=[C:19]([NH:21][C:22]([C:24]2[CH:25]=[N:26][N:27]3[CH:32]=[CH:31][CH:30]=[N:29][C:28]=23)=[O:23])[C:18]([C:33]2[CH:38]=[C:37]([Cl:39])[CH:36]=[CH:35][C:34]=2[O:40][CH:41]([F:43])[F:42])=[N:17]1)[C:10]([O:12][CH3:13])=[O:11])=O)(C)(C)C, predict the reaction product. The product is: [NH2:8][C@@H:9]([CH2:14][CH2:15][N:16]1[CH:20]=[C:19]([NH:21][C:22]([C:24]2[CH:25]=[N:26][N:27]3[CH:32]=[CH:31][CH:30]=[N:29][C:28]=23)=[O:23])[C:18]([C:33]2[CH:38]=[C:37]([Cl:39])[CH:36]=[CH:35][C:34]=2[O:40][CH:41]([F:43])[F:42])=[N:17]1)[C:10]([O:12][CH3:13])=[O:11]. (2) The product is: [F:53][C:54]1[CH:59]=[CH:58][C:57]([S:60][C:61]2[CH:62]=[CH:63][C:64]([NH2:67])=[CH:65][CH:66]=2)=[CH:56][CH:55]=1. Given the reactants CC1C=C(C=CN=1)C(O)=O.C(N(CC)C(C)C)(C)C.C[NH3+].F[P-](F)(F)(F)(F)F.N1(OC(N(C)C)=[N+](C)C)C2N=CC=CC=2N=N1.F[P-](F)(F)(F)(F)F.[F:53][C:54]1[CH:59]=[CH:58][C:57]([S:60][C:61]2[CH:62]=[C:63]3C4(CCN(C(OCC5C=CC=CC=5)=O)CC4)C[NH:67][C:64]3=[CH:65][CH:66]=2)=[CH:56][CH:55]=1, predict the reaction product. (3) Given the reactants Cl[C:2]1[CH:7]=[CH:6][N:5]=[C:4]([NH:8][C:9]2[CH:10]=[N:11][N:12]([CH2:14][C:15]([NH:17][CH:18]([CH3:20])[CH3:19])=[O:16])[CH:13]=2)[N:3]=1.[NH2:21][CH2:22][C:23]1[C:30]([F:31])=[CH:29][C:26]([C:27]#[N:28])=[CH:25][C:24]=1[F:32].CC1C=CC(S(O)(=O)=O)=CC=1, predict the reaction product. The product is: [C:27]([C:26]1[CH:25]=[C:24]([F:32])[C:23]([CH2:22][NH:21][C:2]2[CH:7]=[CH:6][N:5]=[C:4]([NH:8][C:9]3[CH:10]=[N:11][N:12]([CH2:14][C:15]([NH:17][CH:18]([CH3:20])[CH3:19])=[O:16])[CH:13]=3)[N:3]=2)=[C:30]([F:31])[CH:29]=1)#[N:28]. (4) Given the reactants [CH2:1]([O:8][C:9]1[CH:10]=[C:11]([CH:16]=[CH:17][C:18]=1Br)[C:12]([O:14][CH3:15])=[O:13])[C:2]1[CH:7]=[CH:6][CH:5]=[CH:4][CH:3]=1.[F:20][C:21]1[CH:26]=[CH:25][C:24](B(O)O)=[CH:23][CH:22]=1.C1(P(C2CCCCC2)C2C=CC=CC=2C2C(OC)=CC=CC=2OC)CCCCC1.C(=O)([O-])[O-].[Na+].[Na+], predict the reaction product. The product is: [CH2:1]([O:8][C:9]1[CH:10]=[C:11]([C:12]([O:14][CH3:15])=[O:13])[CH:16]=[CH:17][C:18]=1[C:24]1[CH:25]=[CH:26][C:21]([F:20])=[CH:22][CH:23]=1)[C:2]1[CH:7]=[CH:6][CH:5]=[CH:4][CH:3]=1.